Dataset: Peptide-MHC class I binding affinity with 185,985 pairs from IEDB/IMGT. Task: Regression. Given a peptide amino acid sequence and an MHC pseudo amino acid sequence, predict their binding affinity value. This is MHC class I binding data. (1) The peptide sequence is KYFDDVTAF. The MHC is HLA-A24:03 with pseudo-sequence HLA-A24:03. The binding affinity (normalized) is 0.837. (2) The peptide sequence is LVAPHMAMM. The MHC is HLA-B08:02 with pseudo-sequence HLA-B08:02. The binding affinity (normalized) is 0.0847. (3) The peptide sequence is WRNATIPLF. The MHC is Mamu-B08 with pseudo-sequence Mamu-B08. The binding affinity (normalized) is 0.753. (4) The peptide sequence is TMNVTTHKY. The MHC is HLA-A26:01 with pseudo-sequence HLA-A26:01. The binding affinity (normalized) is 0.179. (5) The peptide sequence is GEVLAWKF. The binding affinity (normalized) is 0.394. The MHC is Mamu-B52 with pseudo-sequence Mamu-B52. (6) The peptide sequence is LSSKNNEHY. The MHC is HLA-B40:01 with pseudo-sequence HLA-B40:01. The binding affinity (normalized) is 0.0847. (7) The peptide sequence is IKYACKQIL. The MHC is HLA-A30:01 with pseudo-sequence HLA-A30:01. The binding affinity (normalized) is 0.292. (8) The peptide sequence is RSYMSFWCK. The MHC is HLA-B08:01 with pseudo-sequence HLA-B08:01. The binding affinity (normalized) is 0.0847.